This data is from Catalyst prediction with 721,799 reactions and 888 catalyst types from USPTO. The task is: Predict which catalyst facilitates the given reaction. (1) Reactant: [N:1]1([CH2:7][CH2:8][C:9]([OH:11])=O)[CH2:6][CH2:5][CH2:4][CH2:3][CH2:2]1.C(Cl)(=O)C([Cl:15])=O. Product: [N:1]1([CH2:7][CH2:8][C:9]([Cl:15])=[O:11])[CH2:6][CH2:5][CH2:4][CH2:3][CH2:2]1. The catalyst class is: 59. (2) Reactant: [Br:1][C:2]1[CH:7]=[CH:6][C:5]([NH:8][C:9](=[O:39])[C:10]2[CH:15]=[C:14]([NH:16][C:17]([NH:19][C:20]3[C:25]([Cl:26])=[CH:24][CH:23]=[C:22]([CH2:27][NH:28][C:29](=[O:34])[C:30]([CH3:33])([CH3:32])[CH3:31])[C:21]=3[Cl:35])=S)[C:13]([NH:36][CH3:37])=[CH:12][C:11]=2[F:38])=[CH:4][CH:3]=1.CC(C)N=C=NC(C)C. Product: [Br:1][C:2]1[CH:7]=[CH:6][C:5]([NH:8][C:9]([C:10]2[C:11]([F:38])=[CH:12][C:13]3[N:36]([CH3:37])[C:17]([NH:19][C:20]4[C:25]([Cl:26])=[CH:24][CH:23]=[C:22]([CH2:27][NH:28][C:29](=[O:34])[C:30]([CH3:33])([CH3:32])[CH3:31])[C:21]=4[Cl:35])=[N:16][C:14]=3[CH:15]=2)=[O:39])=[CH:4][CH:3]=1. The catalyst class is: 3. (3) Reactant: [F:1][C:2]1[CH:7]=[CH:6][CH:5]=[C:4]([F:8])[C:3]=1[OH:9].C1C(=O)N([Br:17])C(=O)C1. Product: [Br:17][C:6]1[CH:7]=[C:2]([F:1])[C:3]([OH:9])=[C:4]([F:8])[CH:5]=1. The catalyst class is: 3. (4) Reactant: [NH2:1][C:2]1[CH:3]=[C:4]([NH:8][S:9]([C:12]2[CH:24]=[CH:23][C:22]3[C:21]4[C:16](=[CH:17][C:18]([S:25]([NH:28][C:29]5[CH:34]=[CH:33][CH:32]=[C:31]([OH:35])[CH:30]=5)(=[O:27])=[O:26])=[CH:19][CH:20]=4)[C:15](=O)[C:14]=3[CH:13]=2)(=[O:11])=[O:10])[CH:5]=[CH:6][CH:7]=1.Cl.[NH2:38][OH:39]. Product: [NH2:1][C:2]1[CH:3]=[C:4]([NH:8][S:9]([C:12]2[CH:24]=[CH:23][C:22]3[C:21]4[C:16](=[CH:17][C:18]([S:25]([NH:28][C:29]5[CH:34]=[CH:33][CH:32]=[C:31]([OH:35])[CH:30]=5)(=[O:26])=[O:27])=[CH:19][CH:20]=4)[C:15](=[N:38][OH:39])[C:14]=3[CH:13]=2)(=[O:10])=[O:11])[CH:5]=[CH:6][CH:7]=1. The catalyst class is: 17. (5) Reactant: [C:9](O[C:9]([O:11][C:12]([CH3:15])(C)C)=[O:10])([O:11][C:12](C)(C)[CH3:15])=[O:10].[NH2:16][C@H:17]1[CH2:22][CH2:21][C@H:20]([NH:23][C:24]2[CH:25]=[C:26]([N:43]([CH:53]3[CH2:55][CH2:54]3)CC3C=CC(OC)=CC=3)[C:27]3[N:28]([C:30]([C:33]([NH:35][C:36]4[CH:41]=[CH:40][N:39]=[CH:38][C:37]=4[F:42])=[O:34])=[CH:31][N:32]=3)[N:29]=2)[CH2:19][CH2:18]1.[CH3:56][N:57](C)[CH2:58]CO.C(O)(C(F)(F)F)=O. Product: [CH:53]1([NH:43][C:26]2[C:27]3[N:28]([C:30]([C:33](=[O:34])[NH:35][C:36]4[CH:41]=[CH:40][N:39]=[CH:38][C:37]=4[F:42])=[CH:31][N:32]=3)[N:29]=[C:24]([NH:23][C@H:20]3[CH2:19][CH2:18][C@H:17]([NH:16][C:9](=[O:10])[O:11][CH2:12][CH2:15][N:57]([CH3:58])[CH3:56])[CH2:22][CH2:21]3)[CH:25]=2)[CH2:55][CH2:54]1. The catalyst class is: 154. (6) Reactant: C[O:2][C:3](=[O:24])[C:4]1[CH:9]=[CH:8][CH:7]=[C:6]([C:10]#[C:11][C:12]2[C:13]([C:18]3[CH:23]=[CH:22][CH:21]=[CH:20][CH:19]=3)=[N:14][O:15][C:16]=2[CH3:17])[CH:5]=1.[OH-].[Na+]. Product: [CH3:17][C:16]1[O:15][N:14]=[C:13]([C:18]2[CH:19]=[CH:20][CH:21]=[CH:22][CH:23]=2)[C:12]=1[C:11]#[C:10][C:6]1[CH:5]=[C:4]([CH:9]=[CH:8][CH:7]=1)[C:3]([OH:24])=[O:2]. The catalyst class is: 8. (7) Reactant: Cl[CH2:2][N:3]1[CH:7]=[N:6][C:5]([C:8]([F:14])([F:13])[C:9]([F:12])([F:11])[F:10])=[N:4]1.[CH2:15]([CH:18]([C:21]#[N:22])[C:19]#[N:20])[CH:16]=[CH2:17].C(=O)([O-])[O-].[K+].[K+].O. Product: [CH2:15]([C:18]([CH2:2][N:3]1[CH:7]=[N:6][C:5]([C:8]([F:14])([F:13])[C:9]([F:12])([F:11])[F:10])=[N:4]1)([C:21]#[N:22])[C:19]#[N:20])[CH:16]=[CH2:17]. The catalyst class is: 9.